This data is from Full USPTO retrosynthesis dataset with 1.9M reactions from patents (1976-2016). The task is: Predict the reactants needed to synthesize the given product. (1) Given the product [CH3:8][C:6]1[CH:5]=[C:4]([S:32]([C:28]2[CH:27]=[C:26]([C:23]3[CH:22]=[CH:21][C:20]([C:19]([F:18])([F:35])[F:36])=[CH:25][CH:24]=3)[CH:31]=[CH:30][CH:29]=2)(=[O:34])=[O:33])[CH:3]=[C:2]([CH3:1])[CH:7]=1, predict the reactants needed to synthesize it. The reactants are: [CH3:1][C:2]1[CH:3]=[C:4](OS(C(F)(F)F)(=O)=O)[CH:5]=[C:6]([CH3:8])[CH:7]=1.[Na+].[F:18][C:19]([F:36])([F:35])[C:20]1[CH:25]=[CH:24][C:23]([C:26]2[CH:31]=[CH:30][CH:29]=[C:28]([S:32]([O-:34])=[O:33])[CH:27]=2)=[CH:22][CH:21]=1.CC1(C)C2C(=C(P(C3C=CC=CC=3)C3C=CC=CC=3)C=CC=2)OC2C(P(C3C=CC=CC=3)C3C=CC=CC=3)=CC=CC1=2.C(=O)([O-])[O-].[Cs+].[Cs+]. (2) Given the product [CH3:1][O:2][C:3](=[O:17])[C:4]1[CH:5]=[C:6]([O:15][CH3:16])[C:7]([O:10][CH2:11][CH2:12][O:13][CH3:14])=[CH:8][C:9]=1[N+:19]([O-:21])=[O:20], predict the reactants needed to synthesize it. The reactants are: [CH3:1][O:2][C:3](=[O:17])[C:4]1[CH:9]=[CH:8][C:7]([O:10][CH2:11][CH2:12][O:13][CH3:14])=[C:6]([O:15][CH3:16])[CH:5]=1.O.[N+:19]([O-])([OH:21])=[O:20]. (3) Given the product [Cl:4][C:5]1[C:6]([CH:12]([S:21]([C:24]2[CH:29]=[CH:28][C:27]([Cl:30])=[CH:26][CH:25]=2)(=[O:23])=[O:22])[C:13]2[CH:18]=[C:17]([F:19])[CH:16]=[CH:15][C:14]=2[F:20])=[CH:7][C:8]([N:11]([S:39]([C:38]([F:51])([F:50])[F:37])(=[O:41])=[O:40])[S:39]([C:38]([F:51])([F:50])[F:37])(=[O:41])=[O:40])=[N:9][CH:10]=1, predict the reactants needed to synthesize it. The reactants are: C(Cl)Cl.[Cl:4][C:5]1[C:6]([CH:12]([S:21]([C:24]2[CH:29]=[CH:28][C:27]([Cl:30])=[CH:26][CH:25]=2)(=[O:23])=[O:22])[C:13]2[CH:18]=[C:17]([F:19])[CH:16]=[CH:15][C:14]=2[F:20])=[CH:7][C:8]([NH2:11])=[N:9][CH:10]=1.N1C=CC=CC=1.[F:37][C:38]([F:51])([F:50])[S:39](O[S:39]([C:38]([F:51])([F:50])[F:37])(=[O:41])=[O:40])(=[O:41])=[O:40]. (4) Given the product [CH3:35][S:31]([C:3]1[CH:4]=[CH:5][C:6]([NH:9][C:10]2[N:15]=[C:14]([N:16]3[CH2:21][CH2:20][CH:19]([OH:22])[CH2:18][CH2:17]3)[CH:13]=[C:12]([C:23]3[CH:28]=[CH:27][CH:26]=[CH:25][CH:24]=3)[N:11]=2)=[CH:7][CH:8]=1)(=[O:33])=[O:30], predict the reactants needed to synthesize it. The reactants are: CS[C:3]1[CH:8]=[CH:7][C:6]([NH:9][C:10]2[N:15]=[C:14]([N:16]3[CH2:21][CH2:20][CH:19]([OH:22])[CH2:18][CH2:17]3)[CH:13]=[C:12]([C:23]3[CH:28]=[CH:27][CH:26]=[CH:25][CH:24]=3)[N:11]=2)=[CH:5][CH:4]=1.O[O:30][S:31]([O-:33])=O.[K+].[CH3:35]C(C)=O.O. (5) Given the product [C:29]([O:28][C:26]([N:9]1[CH2:8][CH2:7][C:6]2[N:5]=[CH:4][C:3]([C:2]([F:15])([F:14])[F:1])=[CH:12][C:11]=2[CH2:10]1)=[O:27])([CH3:32])([CH3:31])[CH3:30], predict the reactants needed to synthesize it. The reactants are: [F:1][C:2]([F:15])([F:14])[C:3]1[CH:4]=[N:5][C:6]2[CH2:7][C:8](=O)[NH:9][CH2:10][C:11]=2[CH:12]=1.B.C(N(CC)C(C)C)(C)C.[C:26](O[C:26]([O:28][C:29]([CH3:32])([CH3:31])[CH3:30])=[O:27])([O:28][C:29]([CH3:32])([CH3:31])[CH3:30])=[O:27]. (6) Given the product [C:47]1([S:53]([NH:11][CH:12]([CH2:26][C:27]2[CH:35]=[CH:34][C:33]([O:36][CH3:37])=[C:32]3[C:28]=2[CH:29]=[CH:30][N:31]3[S:38]([C:41]2[CH:46]=[CH:45][CH:44]=[CH:43][CH:42]=2)(=[O:40])=[O:39])[C:13]([NH:15][CH2:16][CH2:17][CH2:18][CH2:19][C:20]2[CH:21]=[CH:22][CH:23]=[CH:24][CH:25]=2)=[O:14])(=[O:55])=[O:54])[CH:52]=[CH:51][CH:50]=[CH:49][CH:48]=1, predict the reactants needed to synthesize it. The reactants are: CCN(C(C)C)C(C)C.[Cl-].[NH2:11][CH:12]([CH2:26][C:27]1[CH:35]=[CH:34][C:33]([O:36][CH3:37])=[C:32]2[C:28]=1[CH:29]=[CH:30][N:31]2[S:38]([C:41]1[CH:46]=[CH:45][CH:44]=[CH:43][CH:42]=1)(=[O:40])=[O:39])[C:13]([NH:15][CH2:16][CH2:17][CH2:18][CH2:19][C:20]1[CH:25]=[CH:24][CH:23]=[CH:22][CH:21]=1)=[O:14].[C:47]1([S:53](Cl)(=[O:55])=[O:54])[CH:52]=[CH:51][CH:50]=[CH:49][CH:48]=1. (7) The reactants are: [F:1][C:2]1[CH:7]=[CH:6][C:5]([CH:8]([C:20]2[CH:25]=[CH:24][C:23]([F:26])=[CH:22][CH:21]=2)[N:9]2[CH2:14][CH2:13][N:12]([CH2:15]/[CH:16]=[CH:17]/[CH2:18][OH:19])[CH2:11][CH2:10]2)=[CH:4][CH:3]=1.CC(C)([O-])C.[K+].[Cl:33][CH2:34][C:35]([O-:37])=[O:36].[Na+]. Given the product [ClH:33].[ClH:33].[F:1][C:2]1[CH:7]=[CH:6][C:5]([CH:8]([C:20]2[CH:21]=[CH:22][C:23]([F:26])=[CH:24][CH:25]=2)[N:9]2[CH2:10][CH2:11][N:12]([CH2:15]/[CH:16]=[CH:17]/[CH2:18][O:19][CH2:34][C:35]([OH:37])=[O:36])[CH2:13][CH2:14]2)=[CH:4][CH:3]=1, predict the reactants needed to synthesize it. (8) The reactants are: [OH:1][C:2]([C:4]([F:7])([F:6])[F:5])=[O:3].[F:8][C:9]1[CH:35]=[C:34]([F:36])[CH:33]=[CH:32][C:10]=1[O:11][CH:12]1[CH2:17][CH2:16][N:15]([C:18]2[N:23]=[C:22]3[CH2:24][NH:25][CH2:26][CH2:27][C:21]3=[N:20][C:19]=2[NH:28][CH:29]([CH3:31])[CH3:30])[CH2:14][CH2:13]1.C(N(CC)CC)C.[CH3:44][O:45][CH2:46][C:47](Cl)=[O:48]. Given the product [F:8][C:9]1[CH:35]=[C:34]([F:36])[CH:33]=[CH:32][C:10]=1[O:11][CH:12]1[CH2:13][CH2:14][N:15]([C:18]2[N:23]=[C:22]3[CH2:24][N:25]([C:47](=[O:48])[CH2:46][O:45][CH3:44])[CH2:26][CH2:27][C:21]3=[N:20][C:19]=2[NH:28][CH:29]([CH3:31])[CH3:30])[CH2:16][CH2:17]1.[C:2]([OH:3])([C:4]([F:7])([F:6])[F:5])=[O:1], predict the reactants needed to synthesize it. (9) Given the product [F:1][C:2]1[CH:24]=[CH:23][C:22]([F:25])=[CH:21][C:3]=1[CH2:4][O:5][C:6]1[CH:11]=[CH:10][C:9]([C:12](=[O:20])[CH2:13][CH2:14][C:15]([OH:17])=[O:16])=[CH:8][CH:7]=1, predict the reactants needed to synthesize it. The reactants are: [F:1][C:2]1[CH:24]=[CH:23][C:22]([F:25])=[CH:21][C:3]=1[CH2:4][O:5][C:6]1[CH:11]=[CH:10][C:9]([C:12](=[O:20])[CH2:13][CH2:14][C:15]([O:17]CC)=[O:16])=[CH:8][CH:7]=1.C(O)C.Cl.